Dataset: Peptide-MHC class I binding affinity with 185,985 pairs from IEDB/IMGT. Task: Regression. Given a peptide amino acid sequence and an MHC pseudo amino acid sequence, predict their binding affinity value. This is MHC class I binding data. (1) The peptide sequence is EGINPNMSCD. The MHC is H-2-Db with pseudo-sequence H-2-Db. The binding affinity (normalized) is 0. (2) The peptide sequence is APHEYGFGI. The MHC is H-2-Kb with pseudo-sequence H-2-Kb. The binding affinity (normalized) is 0. (3) The peptide sequence is KLQVELDNV. The MHC is HLA-A68:02 with pseudo-sequence HLA-A68:02. The binding affinity (normalized) is 0. (4) The peptide sequence is VTFWGFWLF. The MHC is HLA-B27:03 with pseudo-sequence HLA-B27:03. The binding affinity (normalized) is 0.0847.